The task is: Predict the product of the given reaction.. This data is from Forward reaction prediction with 1.9M reactions from USPTO patents (1976-2016). Given the reactants [C:1]([O:5][CH:6]1[CH2:11][CH2:10][CH:9]([NH:12][S:13]([CH3:16])(=[O:15])=[O:14])[CH2:8][CH2:7]1)(=[O:4])[CH:2]=[CH2:3].C1CC=CC=1.[C:22]1([CH3:28])[CH:27]=CC=[CH:24][CH:23]=1, predict the reaction product. The product is: [CH:3]12[CH2:28][CH:22]([CH:23]=[CH:24]1)[CH2:27][CH:2]2[C:1]([O:5][CH:6]1[CH2:11][CH2:10][CH:9]([NH:12][S:13]([CH3:16])(=[O:15])=[O:14])[CH2:8][CH2:7]1)=[O:4].